Task: Binary Classification. Given a miRNA mature sequence and a target amino acid sequence, predict their likelihood of interaction.. Dataset: Experimentally validated miRNA-target interactions with 360,000+ pairs, plus equal number of negative samples (1) The miRNA is hsa-miR-597-3p with sequence UGGUUCUCUUGUGGCUCAAGCGU. The protein sequence of the target gene is MWRGRAGALLRVWGFWPTGVPRRRPLSCDAASQAGSNYPRCWNCGGPWGPGREDRFFCPQCRALQAPDPTRDYFSLMDCNRSFRVDTAKLQHRYQQLQRLVHPDFFSQRSQTEKDFSEKHSTLVNDAYKTLLAPLSRGLYLLKLHGIEIPERTDYEMDRQFLIEIMEINEKLAEAESEAAMKEIESIVKAKQKEFTDNVSSAFEQDDFEEAKEILTKMRYFSNIEEKIKLKKIPL. Result: 0 (no interaction). (2) The miRNA is mmu-miR-129-5p with sequence CUUUUUGCGGUCUGGGCUUGC. The protein sequence of the target gene is MDSPSLRELQQPLLEGTECETPAQKPGRHELGSPLREIAFAESLRGLQFLSPPLPSVSAGLGEPRPPDVEDMSSSDSDSDWDGGSRLSPFLPHDHLGLAVFSMLCCFWPVGIAAFCLAQKTNKAWAKGDIQGAGAASRRAFLLGVLAVGLGVCTYAAALVTLAAYLASRDPP. Result: 0 (no interaction). (3) The miRNA is hsa-miR-183-3p with sequence GUGAAUUACCGAAGGGCCAUAA. The protein sequence of the target gene is MAQESPKNSAAEIPVTSNGEVDDSREHSFNRDLKHSLPSGLGLSETQITSHGFDNTKEGVIEAGAFQGSPAPPLPSVMSPSRVAASRLAQQGSDLIVPAGGQRTQTKSGPVILADEIKNPAMEKLELVRKWSLNTYKCTRQIISEKLGRGSRTVDLELEAQIDILRDNKKKYENILKLAQTLSTQLFQMVHTQRQLGDAFADLSLKSLELHEEFGYNADTQKLLAKNGETLLGAINFFIASVNTLVNKTIEDTLMTVKQYESARIEYDAYRTDLEELNLGPRDANTLPKIEQSQHLFQAH.... Result: 0 (no interaction). (4) The protein sequence of the target gene is MHTLTGFSLVSLLSFGYLSWDWAKPSFVADGPGEAGEQPSAAPPQPPHIIFILTDDQGYHDVGYHGSDIETPTLDRLAAKGVKLENYYIQPICTPSRSQLLTGRYQIHTGLQHSIIRPQQPNCLPLDQVTLPQKLQEAGYSTHMVGKWHLGFYRKECLPTRRGFDTFLGSLTGNVDYYTYDNCDGPGVCGFDLHEGENVAWGLSGQYSTMLYAQRASHILASHSPQRPLFLYVAFQAVHTPLQSPREYLYRYRTMGNVARRKYAAMVTCMDEAVRNITWALKRYGFYNNSVIIFSSDNGG.... Result: 0 (no interaction). The miRNA is hsa-miR-126-3p with sequence UCGUACCGUGAGUAAUAAUGCG. (5) The miRNA is hsa-miR-3065-3p with sequence UCAGCACCAGGAUAUUGUUGGAG. The protein sequence of the target gene is MGCTLSAEDKAAVERSKMIDRNLREDGEKAAKEVKLLLLGAGESGKSTIVKQMKIIHEDGYSEDECKQYKVVVYSNTIQSIIAIIRAMGRLKIDFGEAARADDARQLFVLAGSAEEGVMTPELAGVIKRLWRDGGVQACFSRSREYQLNDSASYYLNDLDRISQSNYIPTQQDVLRTRVKTTGIVETHFTFKDLYFKMFDVGGQRSERKKWIHCFEGVTAIIFCVALSDYDLVLAEDEEMNRMHESMKLFDSICNNKWFTETSIILFLNKKDLFEEKIKRSPLTICYPEYTGSNTYEEAA.... Result: 1 (interaction). (6) The miRNA is hsa-miR-1225-3p with sequence UGAGCCCCUGUGCCGCCCCCAG. The protein sequence of the target gene is MAEAPQVVETDPDFEPLPRQRSCTWPLPRPEFNQSNSTTSSPAPSGSTAANPDATASLASASAVSTDFMSNLSLLEESEDFARAPGCVAVAAAAAASRGLCGDFQGPEAGCVHSAPPQPPPTGPLSQPPPVPPAAAGPLAGQPRKTSSSRRNAWGNLSYADLITKAIESSAEKRLTLSQIYEWMVKSVPYFKDKGDSNSSAGWKNSIRHNLSLHSKFIRVQNEGTGKSSWWMLNPEGGKSGKSPRRRAASMDNNSKFAKSRGRAAKKKASLQSGQEGPGDSPGSQFSKWPASPGSHSNDD.... Result: 0 (no interaction). (7) Result: 0 (no interaction). The miRNA is hsa-miR-455-5p with sequence UAUGUGCCUUUGGACUACAUCG. The protein sequence of the target gene is MHPPEATTKMSSVRFMVTPTKIDDIPGLSDTSPDLSSRSSSRVRFSSRESVPETSRSEPMSELSGATTSLATVALDPSSDRTSNPQDVTEDPSQNSITGEHSQLLDDGHKKARNAYLNNSNYEEGDEYFDKNLALFEEEMDTRPKVSSLLNRMANYTNLTQGAKEHEEAENITEGKKKPTKSPQMGTFMGVYLPCLQNIFGVILFLRLTWVVGTAGILQAFAIVLICCCCTMLTAISMSAIATNGVVPAGGSYFMISRALGPEFGGAVGLCFYLGTTFAAAMYILGAIEIFLVYIVPRAA.... (8) The miRNA is hsa-miR-3658 with sequence UUUAAGAAAACACCAUGGAGAU. The protein sequence of the target gene is MRAAYLFLLFLPAGLLAQGQYDLDPLPPFPDHVQYTHYSDQIDNPDYYDYQEVTPRPSEEQFQFQSQQQVQQEVIPAPTPEPGNAELEPTEPGPLDCREEQYPCTRLYSIHRPCKQCLNEVCFYSLRRVYVINKEICVRTVCAHEELLRADLCRDKFSKCGVMASSGLCQSVAASCARSCGSC. Result: 0 (no interaction).